Regression. Given two drug SMILES strings and cell line genomic features, predict the synergy score measuring deviation from expected non-interaction effect. From a dataset of NCI-60 drug combinations with 297,098 pairs across 59 cell lines. Cell line: MALME-3M. Drug 1: CS(=O)(=O)OCCCCOS(=O)(=O)C. Synergy scores: CSS=14.0, Synergy_ZIP=-2.18, Synergy_Bliss=4.22, Synergy_Loewe=-1.62, Synergy_HSA=2.73. Drug 2: CCC1(C2=C(COC1=O)C(=O)N3CC4=CC5=C(C=CC(=C5CN(C)C)O)N=C4C3=C2)O.Cl.